Predict the reactants needed to synthesize the given product. From a dataset of Full USPTO retrosynthesis dataset with 1.9M reactions from patents (1976-2016). (1) Given the product [F:1][C:2]1[CH:32]=[CH:31][C:30]([F:33])=[CH:29][C:3]=1[CH2:4][N:5]1[C:10](=[O:11])[CH:9]=[CH:8][C:7]([CH2:12][C:13]2[C:21]3[C:16](=[CH:17][CH:18]=[C:19]([F:22])[CH:20]=3)[N:15]([CH2:23][C:24]([OH:26])=[O:25])[C:14]=2[CH3:28])=[CH:6]1, predict the reactants needed to synthesize it. The reactants are: [F:1][C:2]1[CH:32]=[CH:31][C:30]([F:33])=[CH:29][C:3]=1[CH2:4][N:5]1[C:10](=[O:11])[CH:9]=[CH:8][C:7]([CH2:12][C:13]2[C:21]3[C:16](=[CH:17][CH:18]=[C:19]([F:22])[CH:20]=3)[N:15]([CH2:23][C:24]([O:26]C)=[O:25])[C:14]=2[CH3:28])=[CH:6]1.O.[OH-].[Li+]. (2) Given the product [CH2:1]([NH:3][C:4]([C:7]1[C:8]2[CH2:9][C:10](=[O:16])[NH:11][C:12]=2[CH:13]=[CH:14][CH:15]=1)=[O:5])[CH3:2], predict the reactants needed to synthesize it. The reactants are: [CH2:1]([NH2:3])[CH3:2].[C:4]([C:7]1[CH:15]=[CH:14][CH:13]=[C:12]2[C:8]=1[CH2:9][C:10](=[O:16])[NH:11]2)(O)=[O:5].C1CN([P+](ON2N=NC3C=CC=CC2=3)(N2CCCC2)N2CCCC2)CC1.F[P-](F)(F)(F)(F)F. (3) The reactants are: [CH3:1][O:2][C:3]1[CH:8]=[CH:7][C:6]([NH2:9])=[CH:5][CH:4]=1.N1CCC[C@H:11]1C(O)=O.[C:18]1(=[O:24])[CH2:23][CH2:22][CH2:21][CH:20]=[CH:19]1.C=O. Given the product [CH3:1][O:2][C:3]1[CH:8]=[CH:7][C:6]([N:9]2[CH2:11][C@@H:23]3[CH2:22][CH2:21][C@H:20]2[CH2:19][C:18]3=[O:24])=[CH:5][CH:4]=1, predict the reactants needed to synthesize it. (4) The reactants are: [Cl:1][C:2]1[CH:3]=[C:4]([C:9]2[C:19]([C:20]([NH2:22])=[O:21])=[C:12]3[CH2:13][NH:14][C:15]4([CH2:18][CH2:17]4)[CH2:16][N:11]3[N:10]=2)[CH:5]=[CH:6][C:7]=1[F:8].[C:23]([N:27]=[C:28]=[O:29])([CH3:26])([CH3:25])[CH3:24]. Given the product [C:23]([NH:27][C:28]([N:14]1[C:15]2([CH2:18][CH2:17]2)[CH2:16][N:11]2[N:10]=[C:9]([C:4]3[CH:5]=[CH:6][C:7]([F:8])=[C:2]([Cl:1])[CH:3]=3)[C:19]([C:20]([NH2:22])=[O:21])=[C:12]2[CH2:13]1)=[O:29])([CH3:26])([CH3:25])[CH3:24], predict the reactants needed to synthesize it. (5) Given the product [NH2:1][CH2:2][CH2:3][C:4]1[CH:9]=[CH:8][C:7]([OH:10])=[CH:6][CH:5]=1.[CH3:11][CH:12]([CH3:19])[N:13]=[C:14]=[N:15][CH:16]([CH3:18])[CH3:17], predict the reactants needed to synthesize it. The reactants are: [NH2:1][CH2:2][CH2:3][C:4]1[CH:9]=[CH:8][C:7]([OH:10])=[CH:6][CH:5]=1.[CH3:11][CH:12]([CH3:19])[N:13]=[C:14]=[N:15][CH:16]([CH3:18])[CH3:17]. (6) Given the product [F:1][CH:2]([F:11])[O:3][C:4]1[CH:10]=[CH:9][C:7]([NH:8][C:13]2[C:14](=[O:32])[N:15]([CH2:25][C:26]3[CH:27]=[N:28][CH:29]=[CH:30][CH:31]=3)[C:16](=[O:24])[C:17]=2[C:18]2[CH:19]=[CH:20][CH:21]=[CH:22][CH:23]=2)=[CH:6][CH:5]=1, predict the reactants needed to synthesize it. The reactants are: [F:1][CH:2]([F:11])[O:3][C:4]1[CH:10]=[CH:9][C:7]([NH2:8])=[CH:6][CH:5]=1.Cl[C:13]1[C:14](=[O:32])[N:15]([CH2:25][C:26]2[CH:27]=[N:28][CH:29]=[CH:30][CH:31]=2)[C:16](=[O:24])[C:17]=1[C:18]1[CH:23]=[CH:22][CH:21]=[CH:20][CH:19]=1. (7) Given the product [Cl:8][C:4]1[N:3]=[C:2]([B:13]([OH:14])[OH:12])[CH:7]=[CH:6][CH:5]=1, predict the reactants needed to synthesize it. The reactants are: Br[C:2]1[CH:7]=[CH:6][CH:5]=[C:4]([Cl:8])[N:3]=1.C([O:12][B:13](OC(C)C)[O:14]C(C)C)(C)C.